This data is from Reaction yield outcomes from USPTO patents with 853,638 reactions. The task is: Predict the reaction yield, written as a fraction of the theoretical maximum amount of product (1.0 means a 100% yield; for example, 0.34 means a 34% yield). (1) The reactants are [CH3:1][O:2][C:3]1[CH:4]=[C:5]([CH:11]=[CH:12][C:13]=1[O:14][Si:15]([C:18]([CH3:21])([CH3:20])[CH3:19])([CH3:17])[CH3:16])/[CH:6]=[CH:7]/[C:8]([OH:10])=O.[C:22]([O:25][CH2:26][CH3:27])(=[S:24])[CH3:23]. The catalyst is C(OCC)(=O)C. The product is [CH2:26]([O:25][C:22](=[S:24])[CH2:23][C:8](=[O:10])/[CH:7]=[CH:6]/[C:5]1[CH:11]=[CH:12][C:13]([O:14][Si:15]([C:18]([CH3:21])([CH3:20])[CH3:19])([CH3:17])[CH3:16])=[C:3]([O:2][CH3:1])[CH:4]=1)[CH3:27]. The yield is 0.600. (2) The product is [OH:35][CH2:34][C@@H:33]([NH:32][C:21]([C:20]1[C:14]2[C:15](=[N:16][CH:17]=[C:12]([C:6]3[C:5]4[C:9](=[CH:10][C:2]([Cl:1])=[CH:3][CH:4]=4)[N:8]([CH3:11])[N:7]=3)[N:13]=2)[N:18]([CH2:24][O:25][CH2:26][CH2:27][Si:28]([CH3:29])([CH3:31])[CH3:30])[CH:19]=1)=[O:22])[CH3:36]. The catalyst is CN(C=O)C. The reactants are [Cl:1][C:2]1[CH:10]=[C:9]2[C:5]([C:6]([C:12]3[N:13]=[C:14]4[C:20]([C:21](O)=[O:22])=[CH:19][N:18]([CH2:24][O:25][CH2:26][CH2:27][Si:28]([CH3:31])([CH3:30])[CH3:29])[C:15]4=[N:16][CH:17]=3)=[N:7][N:8]2[CH3:11])=[CH:4][CH:3]=1.[NH2:32][C@@H:33]([CH3:36])[CH2:34][OH:35].CN(C(ON1N=NC2C=CC=CC1=2)=[N+](C)C)C.F[P-](F)(F)(F)(F)F.C1C=CC2N(O)N=NC=2C=1.C(N(CC)C(C)C)(C)C. The yield is 0.660.